From a dataset of Full USPTO retrosynthesis dataset with 1.9M reactions from patents (1976-2016). Predict the reactants needed to synthesize the given product. (1) Given the product [OH:1][B:2]1[C:6]2[CH:7]=[C:8]([O:13][C:14]3[CH:19]=[N:18][CH:17]=[CH:16][N:15]=3)[CH:9]=[C:10]([O:11][CH3:12])[C:5]=2[CH:4]([CH2:20][C:21]([OH:23])=[O:22])[O:3]1, predict the reactants needed to synthesize it. The reactants are: [OH:1][B:2]1[C:6]2[CH:7]=[C:8]([O:13][C:14]3[CH:19]=[N:18][CH:17]=[CH:16][N:15]=3)[CH:9]=[C:10]([O:11][CH3:12])[C:5]=2[CH:4]([CH2:20][C:21]([O:23]CC)=[O:22])[O:3]1.[OH-].[Li+].Cl. (2) Given the product [N+:1]([C:4]1[CH:5]=[C:6]([C:10]2[C:11](=[O:12])[NH:18][NH:19][C:13](=[O:15])[CH:14]=2)[CH:7]=[CH:8][CH:9]=1)([O-:3])=[O:2], predict the reactants needed to synthesize it. The reactants are: [N+:1]([C:4]1[CH:5]=[C:6]([C:10]2[C:11](=O)[O:12][C:13](=[O:15])[CH:14]=2)[CH:7]=[CH:8][CH:9]=1)([O-:3])=[O:2].O.[NH2:18][NH2:19].O. (3) Given the product [CH3:1][N:2]1[CH:6]=[C:5]([NH:7][C:9]2[N:14]=[C:13]3[NH:15][N:16]=[CH:17][C:12]3=[CH:11][N:10]=2)[CH:4]=[N:3]1, predict the reactants needed to synthesize it. The reactants are: [CH3:1][N:2]1[CH:6]=[C:5]([NH2:7])[CH:4]=[N:3]1.Cl[C:9]1[N:14]=[C:13]2[NH:15][N:16]=[CH:17][C:12]2=[CH:11][N:10]=1.Cl. (4) Given the product [O:20]=[C:16]1[N:15]([C:21]2[CH:22]=[CH:23][CH:24]=[CH:25][CH:26]=2)[C:14]2[S:13][C:12]([C:27]([O-:29])=[O:28])=[C:11]([NH:10][C:4]3[CH:9]=[CH:8][CH:7]=[CH:6][CH:5]=3)[C:19]=2[CH:18]=[CH:17]1.[NH4+:10], predict the reactants needed to synthesize it. The reactants are: O.[OH-].[Li+].[C:4]1([NH:10][C:11]2[C:19]3[CH:18]=[CH:17][C:16](=[O:20])[N:15]([C:21]4[CH:26]=[CH:25][CH:24]=[CH:23][CH:22]=4)[C:14]=3[S:13][C:12]=2[C:27]([O:29]CC)=[O:28])[CH:9]=[CH:8][CH:7]=[CH:6][CH:5]=1. (5) Given the product [N:12]1[CH:13]=[CH:14][C:9]([C:7]2[NH:6][C:5]([NH:25][C:22]3[CH:23]=[CH:24][N:19]=[CH:20][CH:21]=3)=[N:4][C:3](=[O:2])[CH:8]=2)=[CH:10][CH:11]=1, predict the reactants needed to synthesize it. The reactants are: C[O:2][C:3]1[CH:8]=[C:7]([C:9]2[CH:14]=[CH:13][N:12]=[CH:11][CH:10]=2)[N:6]=[C:5](S(C)(=O)=O)[N:4]=1.[N:19]1[CH:24]=[CH:23][C:22]([NH2:25])=[CH:21][CH:20]=1. (6) Given the product [CH2:51]([N:50]([CH3:49])[C:23]([C:18]1[NH:19][C:20]2[C:16]([CH:17]=1)=[CH:15][C:14]([C:12]([N:9]1[CH2:8][CH2:7][N:6]([CH:1]3[CH2:5][CH2:4][CH2:3][CH2:2]3)[CH2:11][CH2:10]1)=[O:13])=[CH:22][CH:21]=2)=[O:25])[C:52]1[CH:57]=[CH:56][CH:55]=[CH:54][CH:53]=1, predict the reactants needed to synthesize it. The reactants are: [CH:1]1([N:6]2[CH2:11][CH2:10][N:9]([C:12]([C:14]3[CH:15]=[C:16]4[C:20](=[CH:21][CH:22]=3)[NH:19][C:18]([C:23]([OH:25])=O)=[CH:17]4)=[O:13])[CH2:8][CH2:7]2)[CH2:5][CH2:4][CH2:3][CH2:2]1.Cl.F[B-](F)(F)F.N1(OC(N(C)C)=[N+](C)C)C2C=CC=CC=2N=N1.[CH3:49][NH:50][CH2:51][C:52]1[CH:57]=[CH:56][CH:55]=[CH:54][CH:53]=1.C(N(CC)C(C)C)(C)C.